Task: Predict the product of the given reaction.. Dataset: Forward reaction prediction with 1.9M reactions from USPTO patents (1976-2016) (1) The product is: [C:30]([O:34][C:35]([N:37]1[CH2:41][CH2:40][CH:39]([NH:42][C:19]([C:14]2[N:15]([CH3:18])[N:16]=[CH:17][C:13]=2[NH:12][C:10]([C:8]2[C:7]([NH:22][C:23]3[CH:28]=[N:27][CH:26]=[N:25][CH:24]=3)=[N:6][CH:5]=[C:4]([CH:1]3[CH2:3][CH2:2]3)[N:9]=2)=[O:11])=[O:21])[CH2:38]1)=[O:36])([CH3:33])([CH3:31])[CH3:32]. Given the reactants [CH:1]1([C:4]2[N:9]=[C:8]([C:10]([NH:12][C:13]3[CH:17]=[N:16][N:15]([CH3:18])[C:14]=3[C:19]([OH:21])=O)=[O:11])[C:7]([NH:22][C:23]3[CH:24]=[N:25][CH:26]=[N:27][CH:28]=3)=[N:6][CH:5]=2)[CH2:3][CH2:2]1.Cl.[C:30]([O:34][C:35]([N:37]1[CH2:41][CH2:40][CH:39]([NH2:42])[CH2:38]1)=[O:36])([CH3:33])([CH3:32])[CH3:31], predict the reaction product. (2) Given the reactants [C:1]([O:17][CH2:18][CH3:19])(=[O:16])[CH2:2][C:3]([CH2:10][C:11]([O:13][CH2:14][CH3:15])=[O:12])([C:5]([O:7][CH2:8][CH3:9])=[O:6])[OH:4].[H-].[Na+].[C:22](Cl)(=O)[CH2:23][CH2:24][CH2:25][CH2:26][CH2:27][CH2:28][CH2:29]/[CH:30]=[CH:31]\[CH2:32][CH2:33][CH2:34]CCCCC, predict the reaction product. The product is: [C:11]([OH:13])(=[O:12])[CH2:10][CH2:3][CH2:2][CH2:1][CH2:22][CH2:23][CH2:24]/[CH:25]=[CH:26]\[CH2:27][CH2:28][CH2:29][CH2:30][CH2:31][CH2:32][CH2:33][CH3:34].[C:11]([O:13][CH2:14][CH3:15])(=[O:12])[CH2:10][C:3]([CH2:2][C:1]([O:17][CH2:18][CH3:19])=[O:16])([C:5]([O:7][CH2:8][CH3:9])=[O:6])[OH:4]. (3) Given the reactants [NH:1]1[CH2:5][CH2:4][CH2:3][C:2]1=[O:6].C(N(CC)CC)C.[C:14](Cl)([Cl:16])=[O:15], predict the reaction product. The product is: [O:6]=[C:2]1[CH2:3][CH2:4][CH2:5][N:1]1[C:14]([Cl:16])=[O:15]. (4) Given the reactants Cl.[OH:2][C@@H:3]([C@H:5]1[C:47](=[O:48])[N:7]2[C:8]([C:34]([O:36]CC3C=CC([N+]([O-])=O)=CC=3)=[O:35])=[C:9]([S:12][C@@H:13]3[CH2:17][N:16]([CH3:18])[C@H:15]([C:19]([N:21]4[CH2:25][CH2:24][C@H:23]([NH:26][C:27](=[O:33])[CH2:28][NH:29][C:30]([NH2:32])=[NH:31])[CH2:22]4)=[O:20])[CH2:14]3)[C@H:10]([CH3:11])[C@H:6]12)[CH3:4].C(=O)([O-])O.[Na+], predict the reaction product. The product is: [OH:2][C@@H:3]([C@H:5]1[C:47](=[O:48])[N:7]2[C:8]([C:34]([OH:36])=[O:35])=[C:9]([S:12][C@@H:13]3[CH2:17][N:16]([CH3:18])[C@H:15]([C:19]([N:21]4[CH2:25][CH2:24][C@H:23]([NH:26][C:27](=[O:33])[CH2:28][NH:29][C:30]([NH2:32])=[NH:31])[CH2:22]4)=[O:20])[CH2:14]3)[C@H:10]([CH3:11])[C@H:6]12)[CH3:4]. (5) Given the reactants Cl[C:2]1[N:3]=[CH:4][C:5]2[CH:10]=[CH:9][N:8]([CH2:11][C:12]([N:14]3[CH2:19][CH2:18][O:17][CH2:16][CH2:15]3)=[O:13])[C:6]=2[N:7]=1.[CH2:20]1[C:29]2[C:24](=[CH:25][CH:26]=[CH:27][CH:28]=2)[CH2:23][CH2:22][N:21]1[CH2:30][CH:31]([OH:49])[CH2:32][NH:33][C:34]1[CH:39]=[C:38](B2OC(C)(C)C(C)(C)O2)[CH:37]=[CH:36][N:35]=1.C([O-])([O-])=O.[K+].[K+], predict the reaction product. The product is: [CH2:20]1[C:29]2[C:24](=[CH:25][CH:26]=[CH:27][CH:28]=2)[CH2:23][CH2:22][N:21]1[CH2:30][CH:31]([OH:49])[CH2:32][NH:33][C:34]1[CH:39]=[C:38]([C:2]2[N:3]=[CH:4][C:5]3[CH:10]=[CH:9][N:8]([CH2:11][C:12]([N:14]4[CH2:19][CH2:18][O:17][CH2:16][CH2:15]4)=[O:13])[C:6]=3[N:7]=2)[CH:37]=[CH:36][N:35]=1.